Dataset: NCI-60 drug combinations with 297,098 pairs across 59 cell lines. Task: Regression. Given two drug SMILES strings and cell line genomic features, predict the synergy score measuring deviation from expected non-interaction effect. (1) Drug 1: COC1=CC(=CC(=C1O)OC)C2C3C(COC3=O)C(C4=CC5=C(C=C24)OCO5)OC6C(C(C7C(O6)COC(O7)C8=CC=CS8)O)O. Drug 2: CC(C)CN1C=NC2=C1C3=CC=CC=C3N=C2N. Cell line: CCRF-CEM. Synergy scores: CSS=56.6, Synergy_ZIP=1.74, Synergy_Bliss=2.49, Synergy_Loewe=-18.4, Synergy_HSA=2.58. (2) Drug 1: CCCCCOC(=O)NC1=NC(=O)N(C=C1F)C2C(C(C(O2)C)O)O. Drug 2: CC1=C2C(C(=O)C3(C(CC4C(C3C(C(C2(C)C)(CC1OC(=O)C(C(C5=CC=CC=C5)NC(=O)OC(C)(C)C)O)O)OC(=O)C6=CC=CC=C6)(CO4)OC(=O)C)O)C)O. Cell line: ACHN. Synergy scores: CSS=-1.85, Synergy_ZIP=-0.723, Synergy_Bliss=-3.09, Synergy_Loewe=-8.25, Synergy_HSA=-3.16. (3) Drug 1: C1=NC2=C(N=C(N=C2N1C3C(C(C(O3)CO)O)F)Cl)N. Drug 2: C1=CC=C(C(=C1)C(C2=CC=C(C=C2)Cl)C(Cl)Cl)Cl. Cell line: RPMI-8226. Synergy scores: CSS=-6.20, Synergy_ZIP=3.07, Synergy_Bliss=0.686, Synergy_Loewe=-6.63, Synergy_HSA=-6.29. (4) Drug 1: CC1=CC=C(C=C1)C2=CC(=NN2C3=CC=C(C=C3)S(=O)(=O)N)C(F)(F)F. Drug 2: C1=CC=C(C=C1)NC(=O)CCCCCCC(=O)NO. Cell line: KM12. Synergy scores: CSS=11.8, Synergy_ZIP=-2.93, Synergy_Bliss=1.62, Synergy_Loewe=-7.00, Synergy_HSA=0.821. (5) Drug 1: C1=CN(C=N1)CC(O)(P(=O)(O)O)P(=O)(O)O. Drug 2: COC1=C2C(=CC3=C1OC=C3)C=CC(=O)O2. Cell line: K-562. Synergy scores: CSS=2.15, Synergy_ZIP=-0.117, Synergy_Bliss=-12.6, Synergy_Loewe=-1.04, Synergy_HSA=-10.1. (6) Drug 1: C1=CN(C(=O)N=C1N)C2C(C(C(O2)CO)O)O.Cl. Drug 2: C1=NC2=C(N=C(N=C2N1C3C(C(C(O3)CO)O)O)F)N. Cell line: CCRF-CEM. Synergy scores: CSS=84.5, Synergy_ZIP=1.07, Synergy_Bliss=1.16, Synergy_Loewe=-0.623, Synergy_HSA=3.16. (7) Drug 1: COC1=C(C=C2C(=C1)N=CN=C2NC3=CC(=C(C=C3)F)Cl)OCCCN4CCOCC4. Drug 2: C1=CC=C(C=C1)NC(=O)CCCCCCC(=O)NO. Cell line: SF-268. Synergy scores: CSS=19.8, Synergy_ZIP=-1.11, Synergy_Bliss=6.65, Synergy_Loewe=7.37, Synergy_HSA=7.57. (8) Drug 1: CC1=C2C(C(=O)C3(C(CC4C(C3C(C(C2(C)C)(CC1OC(=O)C(C(C5=CC=CC=C5)NC(=O)OC(C)(C)C)O)O)OC(=O)C6=CC=CC=C6)(CO4)OC(=O)C)OC)C)OC. Drug 2: C1=C(C(=O)NC(=O)N1)N(CCCl)CCCl. Cell line: ACHN. Synergy scores: CSS=70.0, Synergy_ZIP=1.33, Synergy_Bliss=0.406, Synergy_Loewe=3.85, Synergy_HSA=5.31.